This data is from Full USPTO retrosynthesis dataset with 1.9M reactions from patents (1976-2016). The task is: Predict the reactants needed to synthesize the given product. Given the product [F:17][C:8]([F:16])([CH2:9][C:10]1[CH:15]=[CH:14][CH:13]=[CH:12][CH:11]=1)[CH2:7][C@H:2]([N:1]=[C:24]=[O:25])[C:3]([O:5][CH3:6])=[O:4], predict the reactants needed to synthesize it. The reactants are: [NH2:1][C@@H:2]([CH2:7][C:8]([F:17])([F:16])[CH2:9][C:10]1[CH:15]=[CH:14][CH:13]=[CH:12][CH:11]=1)[C:3]([O:5][CH3:6])=[O:4].N1C=CC=CC=1.[C:24](Cl)(Cl)=[O:25].